This data is from Catalyst prediction with 721,799 reactions and 888 catalyst types from USPTO. The task is: Predict which catalyst facilitates the given reaction. Reactant: [CH2:1]([O:8][C:9]1[CH:17]=[CH:16][CH:15]=[CH:14][C:10]=1C(O)=O)[C:2]1[CH:7]=[CH:6][CH:5]=[CH:4][CH:3]=1.C1(P(N=[N+]=[N-])(C2C=CC=CC=2)=O)C=CC=CC=1.C([N:37](CC)CC)C.[CH3:42][Si:43]([CH:46](O)[CH3:47])([CH3:45])[CH3:44].[C:49]([O:52]CC)(=[O:51])C. Product: [CH3:42][Si:43]([CH3:45])([CH3:44])[CH2:46][CH2:47][O:52][C:49](=[O:51])[NH:37][C:10]1[CH:14]=[CH:15][CH:16]=[CH:17][C:9]=1[O:8][CH2:1][C:2]1[CH:3]=[CH:4][CH:5]=[CH:6][CH:7]=1. The catalyst class is: 11.